Dataset: Reaction yield outcomes from USPTO patents with 853,638 reactions. Task: Predict the reaction yield, written as a fraction of the theoretical maximum amount of product (1.0 means a 100% yield; for example, 0.34 means a 34% yield). (1) The reactants are [NH2:1][C:2]1[NH:7][C:6](=[O:8])[CH:5]=[C:4]([NH2:9])[N:3]=1.[CH3:10][O:11][C:12]([C:14]1[S:15][C:16]([CH2:19][CH2:20][CH2:21][C:22](=O)[CH2:23]Br)=[CH:17][CH:18]=1)=[O:13]. The catalyst is CN(C=O)C. The product is [CH3:10][O:11][C:12]([C:14]1[S:15][C:16]([CH2:19][CH2:20][CH2:21][C:22]2[NH:9][C:4]3[N:3]=[C:2]([NH2:1])[NH:7][C:6](=[O:8])[C:5]=3[CH:23]=2)=[CH:17][CH:18]=1)=[O:13]. The yield is 0.380. (2) The reactants are [CH3:1][C:2]1[S:3][CH:4]=[C:5]([CH:7]([C:13]([CH3:15])=O)[C:8](OCC)=[O:9])[N:6]=1.[N:16]1[C:20]2[CH:21]=[CH:22][CH:23]=[CH:24][C:19]=2[NH:18][C:17]=1[CH2:25][C:26]#[N:27].C([O-])(=O)C.[NH4+]. No catalyst specified. The product is [CH3:15][C:13]1[C:25]([C:26]#[N:27])=[C:17]2[N:18]([C:8](=[O:9])[C:7]=1[C:5]1[N:6]=[C:2]([CH3:1])[S:3][CH:4]=1)[C:19]1[CH:24]=[CH:23][CH:22]=[CH:21][C:20]=1[NH:16]2. The yield is 0.750. (3) The reactants are [C:1]([C@@H:3]1[CH2:7][N:6]([C:8]([O:10][C:11]([CH3:14])([CH3:13])[CH3:12])=[O:9])[C@H:5]([C:15]([O:17][CH3:18])=[O:16])[CH2:4]1)#N.Cl.[C:20](OC(OC(C)(C)C)=O)(OC(C)(C)C)=[O:21].C[OH:36]. No catalyst specified. The product is [N:6]1([C:8]([O:10][C:11]([CH3:14])([CH3:13])[CH3:12])=[O:9])[CH2:7][C@@H:3]([C:1]([O:21][CH3:20])=[O:36])[CH2:4][C@H:5]1[C:15]([O:17][CH3:18])=[O:16]. The yield is 0.940. (4) The reactants are Br[C:2]1[CH:7]=[CH:6][CH:5]=[CH:4][N:3]=1.[CH2:8]([C:12]1[S:13][C:14]2[CH:20]=[CH:19][CH:18]=[C:17]([CH3:21])[C:15]=2[N:16]=1)[CH2:9][C:10]#[CH:11]. No catalyst specified. The product is [CH3:21][C:17]1[C:15]2[N:16]=[C:12]([CH2:8][CH2:9][C:10]#[C:11][C:2]3[CH:7]=[CH:6][CH:5]=[CH:4][N:3]=3)[S:13][C:14]=2[CH:20]=[CH:19][CH:18]=1. The yield is 0.250. (5) The reactants are [CH2:1]([O:3][C:4]1[CH:10]=[CH:9][CH:8]=[CH:7][C:5]=1[NH2:6])[CH3:2].P(=O)(O)(O)O.[N+]([O-])(O)=O.[N:20]([O-])=O.[Na+].C([O-])(=O)C.[K+].[C:29]([CH2:32][C:33](=[O:35])[CH3:34])(=[O:31])[CH3:30]. The catalyst is O.C(O)C. The product is [CH2:1]([O:3][C:4]1[CH:10]=[CH:9][CH:8]=[CH:7][C:5]=1[NH:6][N:20]=[C:32]([C:33](=[O:35])[CH3:34])[C:29](=[O:31])[CH3:30])[CH3:2]. The yield is 0.550. (6) The yield is 0.820. The reactants are [N:1]1[C:11]2[NH:10][C:9]3[CH:12]=[CH:13][CH:14]=[CH:15][C:8]=3[CH2:7][CH2:6][C:5]=2[CH:4]=[N:3][CH:2]=1.[H-].[Na+].Br[CH2:19][CH2:20][CH2:21][N:22]1[C:26](=[O:27])[C:25]2=[CH:28][CH:29]=[CH:30][CH:31]=[C:24]2[C:23]1=[O:32].[Na+].[Cl-]. The catalyst is CN(C=O)C. The product is [N:1]1[C:11]2[N:10]([CH2:19][CH2:20][CH2:21][N:22]3[C:26](=[O:27])[C:25]4[C:24](=[CH:31][CH:30]=[CH:29][CH:28]=4)[C:23]3=[O:32])[C:9]3[CH:12]=[CH:13][CH:14]=[CH:15][C:8]=3[CH2:7][CH2:6][C:5]=2[CH:4]=[N:3][CH:2]=1. (7) The reactants are COC1C=[CH:15][C:6]([CH2:7]N2C=C(CN)N=N2)=[CH:5]C=1.[CH3:17][O:18][C:19]1[CH:32]=[CH:31][C:22]([CH2:23][N:24]2[C:28]([CH2:29][NH2:30])=[CH:27][N:26]=[N:25]2)=[CH:21][CH:20]=1.[CH:33]([C:35]1[CH:40]=[CH:39][C:38]([B:41]([OH:43])[OH:42])=[CH:37][CH:36]=1)=O.C(O[BH-](OC(=O)C)OC(=O)C)(=O)C.[Na+].C1(B(O)O)C=CC=CC=1.COC1C=CC(CN2C(CNCOB(C3C=CC=CC=3)O)=CN=N2)=CC=1.[C:93](=[O:96])([O-])[O-:94].[K+].[K+]. The catalyst is O1CCCC1.O.C(OCC)(=O)C. The product is [C:6]([O:94][C:93]([N:30]([CH2:33][C:35]1[CH:40]=[CH:39][C:38]([B:41]([OH:43])[OH:42])=[CH:37][CH:36]=1)[CH2:29][C:28]1[N:24]([CH2:23][C:22]2[CH:21]=[CH:20][C:19]([O:18][CH3:17])=[CH:32][CH:31]=2)[N:25]=[N:26][CH:27]=1)=[O:96])([CH3:15])([CH3:7])[CH3:5]. The yield is 0.973. (8) The reactants are [CH3:1][C:2]1[C:6]2[N:7]=[C:8]([C:12]([O:14][CH2:15][CH3:16])=[O:13])[NH:9][C:10](=O)[C:5]=2[S:4][CH:3]=1.P(Cl)(Cl)([Cl:19])=O. No catalyst specified. The product is [Cl:19][C:10]1[C:5]2[S:4][CH:3]=[C:2]([CH3:1])[C:6]=2[N:7]=[C:8]([C:12]([O:14][CH2:15][CH3:16])=[O:13])[N:9]=1. The yield is 0.790.